This data is from Forward reaction prediction with 1.9M reactions from USPTO patents (1976-2016). The task is: Predict the product of the given reaction. (1) Given the reactants Br[C:2]1[C:15]2[C:16]3=[C:17]4[C:12](=[CH:13][CH:14]=2)[CH:11]=[CH:10][C:9](Br)=[C:8]4[CH:7]=[CH:6][C:5]3=[C:4](Br)[CH:3]=1.[CH3:20][C:21]1[C:30]2[C:25](=[CH:26][CH:27]=[CH:28][CH:29]=2)[C:24](B(O)O)=[CH:23][CH:22]=1.P([O-])([O-])([O-])=O.[K+].[K+].[K+].CN(C)C=O, predict the reaction product. The product is: [CH3:20][C:21]1[C:30]2[C:25](=[CH:26][CH:27]=[CH:28][CH:29]=2)[C:24]([C:2]2[C:15]3[C:16]4=[C:17]5[C:12](=[CH:13][CH:14]=3)[CH:11]=[CH:10][C:9]([C:24]3[C:25]6[C:30](=[CH:29][CH:28]=[CH:27][CH:26]=6)[C:21]([CH3:20])=[CH:22][CH:23]=3)=[C:8]5[CH:7]=[CH:6][C:5]4=[C:4]([C:2]3[C:15]4[C:16](=[CH:17][CH:12]=[CH:13][CH:14]=4)[C:5]([CH3:6])=[CH:4][CH:3]=3)[CH:3]=2)=[CH:23][CH:22]=1. (2) Given the reactants [Cl:1][C:2]1[CH:3]=[C:4]([CH:8]=[CH:9][CH:10]=1)[C:5](Cl)=[O:6].[CH3:11][O:12][C:13]1[CH:18]=[CH:17][C:16]([NH:19][N:20]=[CH:21][CH3:22])=[CH:15][CH:14]=1, predict the reaction product. The product is: [Cl:1][C:2]1[CH:3]=[C:4]([CH:8]=[CH:9][CH:10]=1)[C:5]([N:19]([C:16]1[CH:17]=[CH:18][C:13]([O:12][CH3:11])=[CH:14][CH:15]=1)[N:20]=[CH:21][CH3:22])=[O:6]. (3) Given the reactants [Cl:1][C:2]1[N:10]=[C:9]2[C:5]([N:6]=[CH:7][NH:8]2)=[C:4](Cl)[N:3]=1.CCN(CC)CC.Cl.[F:20][C:21]1([F:26])[CH2:25][CH2:24][NH:23][CH2:22]1, predict the reaction product. The product is: [Cl:1][C:2]1[N:10]=[C:9]2[C:5]([N:6]=[CH:7][NH:8]2)=[C:4]([N:23]2[CH2:24][CH2:25][C:21]([F:26])([F:20])[CH2:22]2)[N:3]=1. (4) Given the reactants [CH3:1][S:2][CH2:3][N:4]1[C:9](=[O:10])[N:8]2[CH:11]=[N:12][C:13]([C:14]3[O:15][C:16]([C:19]4[CH:24]=[CH:23][CH:22]=[CH:21][CH:20]=4)=[N:17][N:18]=3)=[C:7]2[N:6]=[N:5]1.S([O-])(O[O-])(=O)=[O:26].[K+].[K+].OOS([O-])=O.[K+], predict the reaction product. The product is: [CH3:1][S:2]([CH2:3][N:4]1[C:9](=[O:10])[N:8]2[CH:11]=[N:12][C:13]([C:14]3[O:15][C:16]([C:19]4[CH:24]=[CH:23][CH:22]=[CH:21][CH:20]=4)=[N:17][N:18]=3)=[C:7]2[N:6]=[N:5]1)=[O:26]. (5) The product is: [CH2:8]([N:10]1[CH:6]([C:2]2[S:1][CH:5]=[CH:4][CH:3]=2)[CH:12]([C:11]([NH:28][C:27]2[CH:29]=[CH:30][CH:31]=[C:25]([O:24][CH3:23])[CH:26]=2)=[O:22])[C:13]2[C:14](=[CH:18][CH:19]=[CH:20][CH:21]=2)[C:15]1=[O:17])[CH3:9]. Given the reactants [S:1]1[CH:5]=[CH:4][CH:3]=[C:2]1[CH:6]=O.[CH2:8]([NH2:10])[CH3:9].[C:11]1(=[O:22])[O:17][C:15](=O)[C:14]2=[CH:18][CH:19]=[CH:20][CH:21]=[C:13]2[CH2:12]1.[CH3:23][O:24][C:25]1[CH:26]=[C:27]([CH:29]=[CH:30][CH:31]=1)[NH2:28], predict the reaction product. (6) Given the reactants C([N:4]1[C@H:16]([CH3:17])[CH2:15][C:14]2[C:13]3[C:8](=[CH:9][CH:10]=[CH:11][CH:12]=3)[NH:7][C:6]=2[C@@H:5]1[C:18]1[CH:23]=[CH:22][C:21](/[CH:24]=[CH:25]/[C:26]([O:28][CH3:29])=[O:27])=[CH:20][CH:19]=1)C=C.C(N1[C@H](C)CC2C3C(=CC=CC=3)NC=2[C@H]1C1C=CC(/C=C/C(OC)=O)=CC=1)C=C, predict the reaction product. The product is: [CH3:17][C@H:16]1[NH:4][C@H:5]([C:18]2[CH:23]=[CH:22][C:21](/[CH:24]=[CH:25]/[C:26]([O:28][CH3:29])=[O:27])=[CH:20][CH:19]=2)[C:6]2[NH:7][C:8]3[C:13]([C:14]=2[CH2:15]1)=[CH:12][CH:11]=[CH:10][CH:9]=3. (7) The product is: [F:1][C:2]1[CH:7]=[CH:6][C:5]([CH3:8])=[CH:4][C:3]=1[N:9]1[C:13]([O:14][S:34]([C:37]([F:40])([F:39])[F:38])(=[O:36])=[O:35])=[CH:12][C:11]([C:15]([O:17][CH2:18][CH3:19])=[O:16])=[N:10]1. Given the reactants [F:1][C:2]1[CH:7]=[CH:6][C:5]([CH3:8])=[CH:4][C:3]=1[N:9]1[C:13]([OH:14])=[CH:12][C:11]([C:15]([O:17][CH2:18][CH3:19])=[O:16])=[N:10]1.C(N(CC)CC)C.C1C=CC(N([S:34]([C:37]([F:40])([F:39])[F:38])(=[O:36])=[O:35])[S:34]([C:37]([F:40])([F:39])[F:38])(=[O:36])=[O:35])=CC=1.O, predict the reaction product. (8) Given the reactants [NH:1]1[C:9]2[C:4](=[CH:5][CH:6]=[CH:7][CH:8]=2)[CH:3]=[C:2]1[C:10]([C:12]1[C:13]2[CH:28]=[CH:27][S:26][C:14]=2[N:15]([CH2:18][CH2:19][N:20]2[CH2:25][CH2:24][O:23][CH2:22][CH2:21]2)[C:16]=1[CH3:17])=[O:11].CN(C=O)C.[H-].[Na+].I[CH2:37][CH2:38][CH3:39], predict the reaction product. The product is: [CH3:17][C:16]1[N:15]([CH2:18][CH2:19][N:20]2[CH2:25][CH2:24][O:23][CH2:22][CH2:21]2)[C:14]2[S:26][CH:27]=[CH:28][C:13]=2[C:12]=1[C:10]([C:2]1[N:1]([CH2:37][CH2:38][CH3:39])[C:9]2[C:4]([CH:3]=1)=[CH:5][CH:6]=[CH:7][CH:8]=2)=[O:11]. (9) Given the reactants [OH-].[Na+].[Cl:3][C:4]1[N:9]=[C:8]([N:10]2[CH2:15][CH2:14][O:13][CH2:12][C@H:11]2[CH3:16])[CH:7]=[C:6]([CH2:17][S:18]([CH:21]([CH3:23])[CH3:22])(=[O:20])=[O:19])[N:5]=1.Br[CH2:25][CH2:26]Br.CCOC(C)=O, predict the reaction product. The product is: [Cl:3][C:4]1[N:9]=[C:8]([N:10]2[CH2:15][CH2:14][O:13][CH2:12][C@H:11]2[CH3:16])[CH:7]=[C:6]([C:17]2([S:18]([CH:21]([CH3:23])[CH3:22])(=[O:20])=[O:19])[CH2:26][CH2:25]2)[N:5]=1. (10) Given the reactants O[CH:2]1[C:10]2[C:5](=[C:6]([C:11]3[S:15][C:14]([C:16]4[CH:17]=[CH:18][C:19]([O:24][CH:25]([CH3:27])[CH3:26])=[C:20]([CH:23]=4)[C:21]#[N:22])=[N:13][CH:12]=3)[CH:7]=[CH:8][CH:9]=2)[CH2:4][CH2:3]1.S(Cl)(Cl)=O.C([N:35]([CH:38]([CH3:40])C)[CH2:36]C)(C)C.C(CN)[OH:42], predict the reaction product. The product is: [OH:42][CH:40]1[CH2:36][N:35]([CH:2]2[C:10]3[C:5](=[C:6]([C:11]4[S:15][C:14]([C:16]5[CH:17]=[CH:18][C:19]([O:24][CH:25]([CH3:27])[CH3:26])=[C:20]([CH:23]=5)[C:21]#[N:22])=[N:13][CH:12]=4)[CH:7]=[CH:8][CH:9]=3)[CH2:4][CH2:3]2)[CH2:38]1.